From a dataset of Full USPTO retrosynthesis dataset with 1.9M reactions from patents (1976-2016). Predict the reactants needed to synthesize the given product. (1) Given the product [Br:34][C:35]1[CH:36]=[CH:37][C:38]([O:67][CH2:82][CH2:81][N:75]2[CH2:80][CH2:79][CH2:78][CH2:77][CH2:76]2)=[C:39]2[C:44]=1[CH:43]([C:45]([O:47][CH2:48][CH3:49])=[O:46])[N:42]([S:50]([C:53]1[CH:58]=[CH:57][C:56]([O:59][C:60]3[CH:61]=[CH:62][C:63]([F:66])=[CH:64][CH:65]=3)=[CH:55][CH:54]=1)(=[O:52])=[O:51])[CH2:41][CH2:40]2, predict the reactants needed to synthesize it. The reactants are: C1C=CC(P(C2C=CC=CC=2)C2C=CC=CC=2)=CC=1.N(C(OC(C)C)=O)=NC(OC(C)C)=O.[Br:34][C:35]1[CH:36]=[CH:37][C:38]([OH:67])=[C:39]2[C:44]=1[CH:43]([C:45]([O:47][CH2:48][CH3:49])=[O:46])[N:42]([S:50]([C:53]1[CH:58]=[CH:57][C:56]([O:59][C:60]3[CH:65]=[CH:64][C:63]([F:66])=[CH:62][CH:61]=3)=[CH:55][CH:54]=1)(=[O:52])=[O:51])[CH2:41][CH2:40]2.C(N(CC)CC)C.[N:75]1([CH2:81][CH2:82]O)[CH2:80][CH2:79][CH2:78][CH2:77][CH2:76]1. (2) Given the product [CH3:1][NH:2][C:3]([CH3:15])=[C:4]([C:39](=[O:40])[C:25]([F:28])([F:27])[F:26])[C:5]([O:7][CH2:8][C:9]1[CH:10]=[CH:11][CH:12]=[CH:13][CH:14]=1)=[O:6], predict the reactants needed to synthesize it. The reactants are: [CH3:1][NH:2][C:3]([CH3:15])=[CH:4][C:5]([O:7][CH2:8][C:9]1[CH:14]=[CH:13][CH:12]=[CH:11][CH:10]=1)=[O:6].N1C=CC=CC=1.S(OS([C:25]([F:28])([F:27])[F:26])(=O)=O)([C:25]([F:28])([F:27])[F:26])(=O)=O.C1C[O:40][CH2:39]C1. (3) Given the product [ClH:21].[NH2:4][CH2:10][C:13]([C:15]1[CH:20]=[CH:19][C:18]([Cl:21])=[CH:17][CH:16]=1)=[O:14], predict the reactants needed to synthesize it. The reactants are: C1N2CN3[CH2:10][N:4](C2)CN1C3.BrC[C:13]([C:15]1[CH:20]=[CH:19][C:18]([Cl:21])=[CH:17][CH:16]=1)=[O:14].[I-].[Na+].Cl.